From a dataset of Catalyst prediction with 721,799 reactions and 888 catalyst types from USPTO. Predict which catalyst facilitates the given reaction. Product: [Cl:14][C:5]1[CH:4]=[CH:3][C:2]([B:20]2[O:24][C:23]([CH3:26])([CH3:25])[C:22]([CH3:28])([CH3:27])[O:21]2)=[CH:7][C:6]=1[CH2:8][NH:9][C:10](=[O:13])[O:11][CH3:12]. Reactant: Br[C:2]1[CH:3]=[CH:4][C:5]([Cl:14])=[C:6]([CH2:8][NH:9][C:10](=[O:13])[O:11][CH3:12])[CH:7]=1.CC([O-])=O.[K+].[B:20]1([B:20]2[O:24][C:23]([CH3:26])([CH3:25])[C:22]([CH3:28])([CH3:27])[O:21]2)[O:24][C:23]([CH3:26])([CH3:25])[C:22]([CH3:28])([CH3:27])[O:21]1. The catalyst class is: 75.